Dataset: Full USPTO retrosynthesis dataset with 1.9M reactions from patents (1976-2016). Task: Predict the reactants needed to synthesize the given product. Given the product [F:1][C:2]1[CH:9]=[CH:8][CH:7]=[C:6]([C:13]2[CH:14]=[CH:15][S:11][CH:12]=2)[C:3]=1[C:4]#[N:5], predict the reactants needed to synthesize it. The reactants are: [F:1][C:2]1[CH:9]=[CH:8][CH:7]=[C:6](I)[C:3]=1[C:4]#[N:5].[S:11]1[CH:15]=[CH:14][C:13](B(O)O)=[CH:12]1.C(=O)([O-])[O-].[Na+].[Na+].COCCOC.